The task is: Predict the reactants needed to synthesize the given product.. This data is from Full USPTO retrosynthesis dataset with 1.9M reactions from patents (1976-2016). Given the product [CH2:30]([O:29][C:27](=[O:28])[CH2:26][C:23]1[CH:22]=[CH:21][C:20]([NH:19][C:2]2[CH:7]=[C:6]([C:8]3[CH:13]=[C:12]([Cl:14])[CH:11]=[CH:10][C:9]=3[O:15][CH2:16][CH3:17])[N:5]=[C:4]([NH2:18])[N:3]=2)=[CH:25][CH:24]=1)[CH3:31], predict the reactants needed to synthesize it. The reactants are: Cl[C:2]1[CH:7]=[C:6]([C:8]2[CH:13]=[C:12]([Cl:14])[CH:11]=[CH:10][C:9]=2[O:15][CH2:16][CH3:17])[N:5]=[C:4]([NH2:18])[N:3]=1.[NH2:19][C:20]1[CH:25]=[CH:24][C:23]([CH2:26][C:27]([O:29][CH2:30][CH3:31])=[O:28])=[CH:22][CH:21]=1.